This data is from Catalyst prediction with 721,799 reactions and 888 catalyst types from USPTO. The task is: Predict which catalyst facilitates the given reaction. (1) Reactant: [CH3:1][C:2]1[CH:7]=[CH:6][CH:5]=[C:4]([CH3:8])[C:3]=1[C:9]1[CH:10]=[C:11]2[C:17]([C:18](=[O:24])[CH:19]([CH2:22][CH3:23])[CH2:20][CH3:21])=[CH:16][N:15]([C:25]3[N:26]=[N:27][C:28]([O:31][CH:32]([CH3:34])[CH3:33])=[CH:29][CH:30]=3)[C:12]2=[CH:13][N:14]=1.[BH4-].[Na+]. Product: [CH3:1][C:2]1[CH:7]=[CH:6][CH:5]=[C:4]([CH3:8])[C:3]=1[C:9]1[CH:10]=[C:11]2[C:17]([CH:18]([OH:24])[CH:19]([CH2:20][CH3:21])[CH2:22][CH3:23])=[CH:16][N:15]([C:25]3[N:26]=[N:27][C:28]([O:31][CH:32]([CH3:34])[CH3:33])=[CH:29][CH:30]=3)[C:12]2=[CH:13][N:14]=1. The catalyst class is: 40. (2) Reactant: [F:1][C:2]1[CH:9]=[CH:8][C:7]([OH:10])=[CH:6][C:3]=1[CH:4]=[O:5].[C:11]([Si:15](Cl)([CH3:17])[CH3:16])([CH3:14])([CH3:13])[CH3:12].N1C=CN=C1.CCOC(C)=O. Product: [C:11]([Si:15]([CH3:17])([CH3:16])[O:10][C:7]1[CH:8]=[CH:9][C:2]([F:1])=[C:3]([CH:6]=1)[CH:4]=[O:5])([CH3:14])([CH3:13])[CH3:12]. The catalyst class is: 3. (3) Reactant: C(O)(=O)C.C(O[BH-](OC(=O)C)OC(=O)C)(=O)C.[Na+].[NH2:19][CH:20]1[CH2:25][CH2:24][CH2:23][N:22]([C:26]2[CH:27]=[C:28]([CH:33]=[CH:34][CH:35]=2)[C:29]([O:31][CH3:32])=[O:30])[CH2:21]1.[Cl:36][C:37]1[CH:42]=[CH:41][C:40]([C:43]2[S:44][C:45]([CH:49]=O)=[C:46]([CH3:48])[N:47]=2)=[CH:39][CH:38]=1.C(=O)(O)[O-].[Na+]. Product: [Cl:36][C:37]1[CH:38]=[CH:39][C:40]([C:43]2[S:44][C:45]([CH2:49][NH:19][CH:20]3[CH2:25][CH2:24][CH2:23][N:22]([C:26]4[CH:27]=[C:28]([CH:33]=[CH:34][CH:35]=4)[C:29]([O:31][CH3:32])=[O:30])[CH2:21]3)=[C:46]([CH3:48])[N:47]=2)=[CH:41][CH:42]=1. The catalyst class is: 7. (4) Reactant: [OH:1][C@H:2]1[CH2:8][CH2:7][CH2:6][CH2:5][C@@H:4]([N:9]2C(=O)C3C(=CC=CC=3)C2=O)[CH2:3]1.O.NN.NN. Product: [NH2:9][C@@H:4]1[CH2:5][CH2:6][CH2:7][CH2:8][C@H:2]([OH:1])[CH2:3]1. The catalyst class is: 5. (5) Reactant: [C:1]([O:5][C:6]([NH:8][CH2:9][C@H:10]1[CH2:15][CH2:14][C@H:13]([C:16]([NH:18][C@H:19]([C:36](=[O:49])[NH:37][C:38]2[CH:43]=[CH:42][C:41]([C:44]3[N:45]=[N:46][NH:47][N:48]=3)=[CH:40][CH:39]=2)[CH2:20][C:21]2[CH:26]=[CH:25][C:24]([C:27]3[CH:32]=[CH:31][C:30]([C:33](O)=[O:34])=[CH:29][CH:28]=3)=[CH:23][CH:22]=2)=[O:17])[CH2:12][CH2:11]1)=[O:7])([CH3:4])([CH3:3])[CH3:2].[NH2:50][CH:51]1[CH2:56][CH2:55][N:54]([C:57]([O:59][C:60]([CH3:63])([CH3:62])[CH3:61])=[O:58])[CH2:53][CH2:52]1.F[P-](F)(F)(F)(F)F.CN(C(ON1C2=NC=CC=C2N=N1)=[N+](C)C)C.C(N(CC)C(C)C)(C)C. Product: [C:1]([O:5][C:6]([NH:8][CH2:9][C@H:10]1[CH2:15][CH2:14][C@H:13]([C:16]([NH:18][C@H:19]([C:36](=[O:49])[NH:37][C:38]2[CH:43]=[CH:42][C:41]([C:44]3[N:45]=[N:46][NH:47][N:48]=3)=[CH:40][CH:39]=2)[CH2:20][C:21]2[CH:26]=[CH:25][C:24]([C:27]3[CH:28]=[CH:29][C:30]([C:33]([NH:50][CH:51]4[CH2:52][CH2:53][N:54]([C:57]([O:59][C:60]([CH3:63])([CH3:62])[CH3:61])=[O:58])[CH2:55][CH2:56]4)=[O:34])=[CH:31][CH:32]=3)=[CH:23][CH:22]=2)=[O:17])[CH2:12][CH2:11]1)=[O:7])([CH3:4])([CH3:2])[CH3:3]. The catalyst class is: 7.